This data is from Catalyst prediction with 721,799 reactions and 888 catalyst types from USPTO. The task is: Predict which catalyst facilitates the given reaction. (1) Reactant: Cl[C:2]1[CH:7]=[CH:6][N:5]=[C:4]([S:8][CH3:9])[N:3]=1.[Br:10][C:11]1[C:18]([CH3:19])=[CH:17][CH:16]=[CH:15][C:12]=1[CH:13]=[O:14].[I-].CN1C=C[N+](C)=C1.[H-].[Na+]. Product: [Br:10][C:11]1[C:18]([CH3:19])=[CH:17][CH:16]=[CH:15][C:12]=1[C:13]([C:2]1[CH:7]=[CH:6][N:5]=[C:4]([S:8][CH3:9])[N:3]=1)=[O:14]. The catalyst class is: 1. (2) Reactant: [O:1]=[C:2]1[CH2:7][C:6](=O)[CH2:5][CH2:4][N:3]1C(OC(C)(C)C)=O.[F:16][C:17]1[CH:22]=[CH:21][C:20]([NH:23]N)=[CH:19][CH:18]=1.OS(O)(=O)=O. Product: [F:16][C:17]1[CH:22]=[CH:21][C:20]2[NH:23][C:6]3[CH2:5][CH2:4][NH:3][C:2](=[O:1])[C:7]=3[C:19]=2[CH:18]=1. The catalyst class is: 67. (3) Reactant: C(OC([N:8]1[C:12]2[CH:13]=[CH:14][CH:15]=[C:16]([NH2:17])[C:11]=2[N:10]=[C:9]1[NH:18][CH2:19][CH:20]1[CH2:25][CH2:24][N:23]([CH2:26][C:27]2[CH:32]=[CH:31][C:30]([Cl:33])=[C:29]([Cl:34])[CH:28]=2)[CH2:22][CH2:21]1)=O)(C)(C)C.O1CCOCC1.Cl. Product: [Cl:34][C:29]1[CH:28]=[C:27]([CH:32]=[CH:31][C:30]=1[Cl:33])[CH2:26][N:23]1[CH2:24][CH2:25][CH:20]([CH2:19][NH:18][C:9]2[NH:8][C:12]3[CH:13]=[CH:14][CH:15]=[C:16]([NH2:17])[C:11]=3[N:10]=2)[CH2:21][CH2:22]1. The catalyst class is: 5. (4) Reactant: [F:1][C:2]1[C:3]([C:15]([C:17]2[CH:22]=[CH:21][CH:20]=[CH:19][CH:18]=2)=O)=[N:4][CH:5]=[CH:6][C:7]=1[C:8]1[CH:9]=[N:10][CH:11]=[CH:12][C:13]=1[CH3:14].Cl.[NH2:24][OH:25]. Product: [F:1][C:2]1[C:3](/[C:15](/[C:17]2[CH:22]=[CH:21][CH:20]=[CH:19][CH:18]=2)=[N:24]\[OH:25])=[N:4][CH:5]=[CH:6][C:7]=1[C:8]1[CH:9]=[N:10][CH:11]=[CH:12][C:13]=1[CH3:14]. The catalyst class is: 17. (5) Reactant: [CH3:1][C:2]1[C:6]([C:7]2[CH:14]=[C:13]([N+:15]([O-])=O)[C:10]([NH:11][CH3:12])=[C:9]([I:18])[CH:8]=2)=[C:5]([CH3:19])[O:4][N:3]=1.CCO.[Sn](Cl)Cl. Product: [CH3:1][C:2]1[C:6]([C:7]2[CH:14]=[C:13]([NH2:15])[C:10]([NH:11][CH3:12])=[C:9]([I:18])[CH:8]=2)=[C:5]([CH3:19])[O:4][N:3]=1. The catalyst class is: 74.